Predict which catalyst facilitates the given reaction. From a dataset of Catalyst prediction with 721,799 reactions and 888 catalyst types from USPTO. (1) The catalyst class is: 482. Reactant: [Cl:1][C:2]1[CH:19]=[C:18]([CH:20]=[CH2:21])[CH:17]=[CH:16][C:3]=1[CH2:4][N:5]1[C:13](=[O:14])[C:12]2[C:7](=[CH:8][CH:9]=[CH:10][CH:11]=2)[C:6]1=[O:15].Br[CH:23]([C:28]1[CH:33]=[C:32]([Cl:34])[CH:31]=[C:30]([Cl:35])[CH:29]=1)[C:24]([F:27])([F:26])[F:25].N1C=CC=CC=1C1C=CC=CN=1. Product: [Cl:1][C:2]1[CH:19]=[C:18](/[CH:20]=[CH:21]/[CH:23]([C:28]2[CH:29]=[C:30]([Cl:35])[CH:31]=[C:32]([Cl:34])[CH:33]=2)[C:24]([F:27])([F:26])[F:25])[CH:17]=[CH:16][C:3]=1[CH2:4][N:5]1[C:13](=[O:14])[C:12]2[C:7](=[CH:8][CH:9]=[CH:10][CH:11]=2)[C:6]1=[O:15]. (2) Reactant: [Si:1]([O:18][C@@H:19]1[C@@H:23]([CH2:24][O:25][N:26]2C(=O)C3=CC=CC=C3C2=O)[O:22][C@@H:21]([N:37]2[CH:45]=[C:43]([CH3:44])[C:41](=[O:42])[NH:40][C:38]2=[O:39])[CH2:20]1)([C:14]([CH3:17])([CH3:16])[CH3:15])([C:8]1[CH:13]=[CH:12][CH:11]=[CH:10][CH:9]=1)[C:2]1[CH:7]=[CH:6][CH:5]=[CH:4][CH:3]=1.CNN. Product: [NH2:26][O:25][CH2:24][C@H:23]1[O:22][C@@H:21]([N:37]2[CH:45]=[C:43]([CH3:44])[C:41](=[O:42])[NH:40][C:38]2=[O:39])[CH2:20][C@@H:19]1[O:18][Si:1]([C:14]([CH3:17])([CH3:16])[CH3:15])([C:8]1[CH:13]=[CH:12][CH:11]=[CH:10][CH:9]=1)[C:2]1[CH:3]=[CH:4][CH:5]=[CH:6][CH:7]=1. The catalyst class is: 2. (3) Reactant: [CH:1]1([NH:4][C:5]([C:7]2[C:15]3[CH:14]=[C:13]([C:16]4[C:21]([Cl:22])=[CH:20][N:19]=[C:18]([NH:23][CH2:24][CH2:25][CH2:26][NH2:27])[N:17]=4)[S:12][C:11]=3[CH:10]=[CH:9][CH:8]=2)=[O:6])[CH2:3][CH2:2]1.[C:28]([O:32][C:33]([N:35]1[CH2:40][CH2:39][CH:38]([C:41](O)=[O:42])[CH2:37][CH2:36]1)=[O:34])([CH3:31])([CH3:30])[CH3:29].C(N(CC)C(C)C)(C)C.Cl.C(N(CC)CCCN=C=NCC)C.ON1C2C=CC=CC=2N=N1. Product: [C:28]([O:32][C:33]([N:35]1[CH2:40][CH2:39][CH:38]([C:41](=[O:42])[NH:27][CH2:26][CH2:25][CH2:24][NH:23][C:18]2[N:17]=[C:16]([C:13]3[S:12][C:11]4[CH:10]=[CH:9][CH:8]=[C:7]([C:5](=[O:6])[NH:4][CH:1]5[CH2:2][CH2:3]5)[C:15]=4[CH:14]=3)[C:21]([Cl:22])=[CH:20][N:19]=2)[CH2:37][CH2:36]1)=[O:34])([CH3:31])([CH3:30])[CH3:29]. The catalyst class is: 4. (4) Reactant: S1CCNC1.NO.[C:8]1([C:35]2[CH:40]=[CH:39][CH:38]=[CH:37][CH:36]=2)[CH:13]=[CH:12][C:11]([S:14]([N:17]2[CH2:21][CH2:20][S:19][CH:18]2[C:22]([NH:24][CH:25]([C:29]2[CH:34]=[CH:33][CH:32]=[CH:31][CH:30]=2)[CH2:26][CH2:27][OH:28])=[O:23])(=[O:16])=[O:15])=[CH:10][CH:9]=1.[C:41]1(O)[CH:46]=[CH:45][CH:44]=[CH:43][CH:42]=1.CCOC(/N=N/C(OCC)=O)=O.C1(P(C2C=CC=CC=2)C2C=CC=CC=2)C=CC=CC=1. Product: [C:8]1([C:35]2[CH:36]=[CH:37][CH:38]=[CH:39][CH:40]=2)[CH:13]=[CH:12][C:11]([S:14]([N:17]2[CH2:21][CH2:20][S:19][CH:18]2[C:22]([NH:24][CH:25]([C:29]2[CH:30]=[CH:31][CH:32]=[CH:33][CH:34]=2)[CH2:26][CH2:27][O:28][C:41]2[CH:46]=[CH:45][CH:44]=[CH:43][CH:42]=2)=[O:23])(=[O:16])=[O:15])=[CH:10][CH:9]=1. The catalyst class is: 1. (5) Reactant: [CH2:1]([NH2:8])[C:2]1[CH:7]=[CH:6][CH:5]=[CH:4][CH:3]=1.[CH3:9][C@H:10]1[CH2:17][CH2:16][CH2:15][C@:12]2([O:14][CH2:13]2)[CH2:11]1. Product: [CH2:1]([NH:8][CH2:13][C@:12]1([OH:14])[CH2:15][CH2:16][CH2:17][C@H:10]([CH3:9])[CH2:11]1)[C:2]1[CH:7]=[CH:6][CH:5]=[CH:4][CH:3]=1. The catalyst class is: 5. (6) Reactant: Cl.[CH3:2][NH:3][CH3:4].[Br:5][C:6]1[CH:13]=[CH:12][CH:11]=[CH:10][C:7]=1[CH:8]=O.[BH3-]C#N.[Na+]. Product: [Br:5][C:6]1[CH:13]=[CH:12][CH:11]=[CH:10][C:7]=1[CH2:8][N:3]([CH3:4])[CH3:2]. The catalyst class is: 14. (7) Reactant: [P:1]([O:19][CH2:20]Cl)([O:11][CH2:12][C:13]1[CH:18]=[CH:17][CH:16]=[CH:15][CH:14]=1)([O:3][CH2:4][C:5]1[CH:10]=[CH:9][CH:8]=[CH:7][CH:6]=1)=[O:2].[CH2:22]([O:29][C:30]1[C:31]([OH:53])=[C:32]([C:48]([O:50][CH2:51][CH3:52])=[O:49])[N:33]([C:40]2[CH:45]=[CH:44][C:43]([O:46][CH3:47])=[CH:42][CH:41]=2)[C:34]=1[C:35](=[O:39])[N:36]([CH3:38])[CH3:37])[C:23]1[CH:28]=[CH:27][CH:26]=[CH:25][CH:24]=1.C([O-])([O-])=O.[K+].[K+].O. Product: [CH2:22]([O:29][C:30]1[C:31]([O:53][CH2:20][O:19][P:1]([O:11][CH2:12][C:13]2[CH:18]=[CH:17][CH:16]=[CH:15][CH:14]=2)([O:3][CH2:4][C:5]2[CH:10]=[CH:9][CH:8]=[CH:7][CH:6]=2)=[O:2])=[C:32]([C:48]([O:50][CH2:51][CH3:52])=[O:49])[N:33]([C:40]2[CH:41]=[CH:42][C:43]([O:46][CH3:47])=[CH:44][CH:45]=2)[C:34]=1[C:35](=[O:39])[N:36]([CH3:38])[CH3:37])[C:23]1[CH:28]=[CH:27][CH:26]=[CH:25][CH:24]=1. The catalyst class is: 3. (8) The catalyst class is: 5. Reactant: [CH2:1]([N:4]([CH2:10][CH2:11][CH3:12])[CH2:5][CH2:6][CH2:7][CH2:8][NH2:9])[CH2:2][CH3:3].C(OC)(OC)OC.[C:20]([O:24][C:25](=[O:36])[NH:26][CH2:27][C:28]1[CH:33]=[CH:32][C:31]([CH:34]=O)=[CH:30][CH:29]=1)([CH3:23])([CH3:22])[CH3:21].[BH4-].[Na+]. Product: [C:20]([O:24][C:25](=[O:36])[NH:26][CH2:27][C:28]1[CH:29]=[CH:30][C:31]([CH2:34][NH:9][CH2:8][CH2:7][CH2:6][CH2:5][N:4]([CH2:1][CH2:2][CH3:3])[CH2:10][CH2:11][CH3:12])=[CH:32][CH:33]=1)([CH3:23])([CH3:22])[CH3:21].